Predict the reactants needed to synthesize the given product. From a dataset of Full USPTO retrosynthesis dataset with 1.9M reactions from patents (1976-2016). (1) Given the product [C:2](=[O:5])([O-:4])[O-:3].[NH4+:1].[NH4+:1].[C:2](=[O:5])([OH:4])[O-:3].[NH4+:1], predict the reactants needed to synthesize it. The reactants are: [NH3:1].[C:2](=[O:4])=[O:3].[OH2:5]. (2) Given the product [CH2:20]([C:5]1[CH:4]=[C:3]([C:1](=[NH:2])[NH:23][OH:24])[CH:18]=[C:17]([CH3:19])[C:6]=1[O:7][CH2:8][C@@H:9]([OH:16])[CH2:10][NH:11][C:12](=[O:15])[CH2:13][OH:14])[CH3:21], predict the reactants needed to synthesize it. The reactants are: [C:1]([C:3]1[CH:18]=[C:17]([CH3:19])[C:6]([O:7][CH2:8][C@@H:9]([OH:16])[CH2:10][NH:11][C:12](=[O:15])[CH2:13][OH:14])=[C:5]([CH2:20][CH3:21])[CH:4]=1)#[N:2].Cl.[NH2:23][OH:24].C([O-])(O)=O.[Na+]. (3) The reactants are: [Cl:1][C:2]1[C:3]([C:30]2[S:34][C:33]([C:35]3([O:39][CH2:40][O:41][CH3:42])[CH2:38][CH2:37][CH2:36]3)=[N:32][CH:31]=2)=[C:4]2[CH:10]=[C:9]([C:11]3[CH:18]=[CH:17][C:14]([CH:15]=O)=[C:13]([F:19])[CH:12]=3)[N:8]([S:20]([C:23]3[CH:29]=[CH:28][C:26]([CH3:27])=[CH:25][CH:24]=3)(=[O:22])=[O:21])[C:5]2=[N:6][CH:7]=1.[F:43][CH:44]1[CH2:49][CH2:48][NH:47][CH2:46][CH2:45]1.Cl.C(O[BH-](OC(=O)C)OC(=O)C)(=O)C.[Na+]. Given the product [Cl:1][C:2]1[C:3]([C:30]2[S:34][C:33]([C:35]3([O:39][CH2:40][O:41][CH3:42])[CH2:36][CH2:37][CH2:38]3)=[N:32][CH:31]=2)=[C:4]2[CH:10]=[C:9]([C:11]3[CH:18]=[CH:17][C:14]([CH2:15][N:47]4[CH2:48][CH2:49][CH:44]([F:43])[CH2:45][CH2:46]4)=[C:13]([F:19])[CH:12]=3)[N:8]([S:20]([C:23]3[CH:29]=[CH:28][C:26]([CH3:27])=[CH:25][CH:24]=3)(=[O:22])=[O:21])[C:5]2=[N:6][CH:7]=1, predict the reactants needed to synthesize it. (4) Given the product [F:30][C:24]1[CH:25]=[CH:26][CH:27]=[C:28]([F:29])[C:23]=1[NH:22][C:20](=[O:21])[C:19]1[CH:31]=[CH:32][CH:33]=[C:17]([C:9]2[N:10]=[C:11]3[CH:16]=[CH:15][CH:14]=[CH:13][N:12]3[C:8]=2[C:6]2[CH:5]=[CH:4][N:3]=[C:2]([NH:39][C:38]3[CH:40]=[CH:41][C:42]([CH:44]4[CH2:45][CH2:46][N:47]([CH2:50][CH2:51][CH3:52])[CH2:48][CH2:49]4)=[CH:43][C:37]=3[O:36][CH2:35][CH3:34])[N:7]=2)[CH:18]=1, predict the reactants needed to synthesize it. The reactants are: Cl[C:2]1[N:7]=[C:6]([C:8]2[N:12]3[CH:13]=[CH:14][CH:15]=[CH:16][C:11]3=[N:10][C:9]=2[C:17]2[CH:18]=[C:19]([CH:31]=[CH:32][CH:33]=2)[C:20]([NH:22][C:23]2[C:28]([F:29])=[CH:27][CH:26]=[CH:25][C:24]=2[F:30])=[O:21])[CH:5]=[CH:4][N:3]=1.[CH3:34][CH2:35][O:36][C:37]1[CH:43]=[C:42]([CH:44]2[CH2:49][CH2:48][N:47]([CH2:50][CH2:51][CH3:52])[CH2:46][CH2:45]2)[CH:41]=[CH:40][C:38]=1[NH2:39].C1(C)C=CC(S(O)(=O)=O)=CC=1.C[O-].[Na+]. (5) Given the product [ClH:45].[CH3:14][N:15]([CH3:29])[C:16]1([C:23]2[CH:24]=[CH:25][CH:26]=[CH:27][CH:28]=2)[CH2:17][CH2:18][CH:19]([O:12][C:11](=[O:13])[CH2:10][C:3]2[C:4]3[C:9](=[CH:8][CH:7]=[CH:6][CH:5]=3)[NH:1][CH:2]=2)[CH2:20][CH2:21]1, predict the reactants needed to synthesize it. The reactants are: [NH:1]1[C:9]2[C:4](=[CH:5][CH:6]=[CH:7][CH:8]=2)[C:3]([CH2:10][C:11]([OH:13])=[O:12])=[CH:2]1.[CH3:14][N:15]([CH3:29])[C:16]1([C:23]2[CH:28]=[CH:27][CH:26]=[CH:25][CH:24]=2)[CH2:21][CH2:20][CH:19](O)[CH2:18][CH2:17]1.C1(N=C=NC2CCCCC2)CCCCC1.[Cl:45][Si](C)(C)C. (6) The reactants are: C1COCC1.[CH3:6][O:7][C:8]1[CH:13]=[CH:12][C:11]([Mg]Br)=[CH:10][CH:9]=1.Cl[C:17]1[CH:22]=[CH:21][C:20]([F:23])=[CH:19][CH:18]=1.C1(C)C=CC=CC=1. Given the product [F:23][C:20]1[CH:21]=[CH:22][C:17]([C:11]2[CH:12]=[CH:13][C:8]([O:7][CH3:6])=[CH:9][CH:10]=2)=[CH:18][CH:19]=1, predict the reactants needed to synthesize it.